Task: Predict the product of the given reaction.. Dataset: Forward reaction prediction with 1.9M reactions from USPTO patents (1976-2016) (1) Given the reactants [Cl:1][C:2]1[CH:3]=[C:4]([O:9][CH:10]([CH2:21][CH3:22])[C:11]([NH:13][C:14]([CH3:20])([CH3:19])[C:15]#[C:16][CH2:17][OH:18])=[O:12])[CH:5]=[N:6][C:7]=1[Cl:8].[CH3:23]I, predict the reaction product. The product is: [Cl:1][C:2]1[CH:3]=[C:4]([O:9][CH:10]([CH2:21][CH3:22])[C:11]([NH:13][C:14]([CH3:19])([CH3:20])[C:15]#[C:16][CH2:17][O:18][CH3:23])=[O:12])[CH:5]=[N:6][C:7]=1[Cl:8]. (2) Given the reactants [C:1]([C:3]1[CH:10]=[CH:9][CH:8]=[CH:7][C:4]=1[CH:5]=O)#[N:2].[NH2:11][C:12]1[CH:13]=[C:14]2[C:18]3=[C:19]([CH2:21][S:22][CH2:23][CH2:24][N:17]3[C@H:16]3[CH2:25][CH2:26][N:27](C(OC(C)(C)C)=O)[CH2:28][C@@H:15]23)[CH:20]=1, predict the reaction product. The product is: [CH2:24]1[N:17]2[C:18]3[C:14]([C@@H:15]4[CH2:28][NH:27][CH2:26][CH2:25][C@@H:16]42)=[CH:13][C:12]([NH:11][CH2:5][C:4]2[CH:7]=[CH:8][CH:9]=[CH:10][C:3]=2[C:1]#[N:2])=[CH:20][C:19]=3[CH2:21][S:22][CH2:23]1. (3) Given the reactants [CH3:1][C:2]1[CH:3]=[CH:4][C:5]([C:11]2[S:15][CH:14]=[N:13][CH:12]=2)=[C:6]([CH:10]=1)[C:7]([OH:9])=O.[CH3:16][C@@H:17]1[CH2:22][CH2:21][CH2:20][NH:19][C@@H:18]1[CH2:23][NH:24][C:25]1[CH:30]=[CH:29][C:28]([C:31]([F:34])([F:33])[F:32])=[CH:27][N:26]=1, predict the reaction product. The product is: [CH3:16][C@@H:17]1[CH2:22][CH2:21][CH2:20][N:19]([C:7]([C:6]2[CH:10]=[C:2]([CH3:1])[CH:3]=[CH:4][C:5]=2[C:11]2[S:15][CH:14]=[N:13][CH:12]=2)=[O:9])[C@@H:18]1[CH2:23][NH:24][C:25]1[CH:30]=[CH:29][C:28]([C:31]([F:34])([F:32])[F:33])=[CH:27][N:26]=1. (4) Given the reactants [CH3:1][C:2]([CH3:19])([CH3:18])[CH2:3][CH:4]([C:6]1[CH:10]=[C:9]([C:11]2[CH:16]=[CH:15][CH:14]=[CH:13][CH:12]=2)[O:8][C:7]=1[CH3:17])O.S(Cl)([Cl:22])=O, predict the reaction product. The product is: [Cl:22][CH:4]([C:6]1[CH:10]=[C:9]([C:11]2[CH:16]=[CH:15][CH:14]=[CH:13][CH:12]=2)[O:8][C:7]=1[CH3:17])[CH2:3][C:2]([CH3:19])([CH3:18])[CH3:1]. (5) Given the reactants [NH2:1][C:2]1[CH:3]=[C:4]([CH:9]=[CH:10][C:11]=1[CH3:12])[C:5]([O:7][CH3:8])=[O:6].[C:13](O[C:13]([O:15][C:16]([CH3:19])([CH3:18])[CH3:17])=[O:14])([O:15][C:16]([CH3:19])([CH3:18])[CH3:17])=[O:14], predict the reaction product. The product is: [C:16]([O:15][C:13]([NH:1][C:2]1[CH:3]=[C:4]([CH:9]=[CH:10][C:11]=1[CH3:12])[C:5]([O:7][CH3:8])=[O:6])=[O:14])([CH3:19])([CH3:18])[CH3:17].